This data is from Reaction yield outcomes from USPTO patents with 853,638 reactions. The task is: Predict the reaction yield, written as a fraction of the theoretical maximum amount of product (1.0 means a 100% yield; for example, 0.34 means a 34% yield). (1) The reactants are [O:1]=[C:2]1[CH:7]=[C:6]([C:8]([O:10][CH3:11])=[O:9])[CH:5]=[CH:4][NH:3]1.C([O-])([O-])=O.[K+].[K+].C1[CH2:22][O:21][CH2:20][CH2:19]1.Br[CH2:24][CH2:25][O:26][CH3:27]. The catalyst is CN(C=O)C. The product is [CH3:22][O:21][CH2:20][CH2:19][N:3]1[CH:4]=[CH:5][C:6]([C:8]([O:10][CH3:11])=[O:9])=[CH:7][C:2]1=[O:1].[CH3:27][O:26][CH2:25][CH2:24][O:1][C:2]1[CH:7]=[C:6]([CH:5]=[CH:4][N:3]=1)[C:8]([O:10][CH3:11])=[O:9]. The yield is 0.440. (2) The reactants are [Cl:1][C:2]1[C:3]([O:30][C@@H:31]2[CH2:35][CH2:34][CH2:33][C@H:32]2[C:36]2[CH:40]=[CH:39][N:38](C3CCCCO3)[N:37]=2)=[CH:4][C:5]([F:29])=[C:6]([S:8]([N:11](CC2C=CC(OC)=CC=2OC)[C:12]2[CH:17]=[CH:16][N:15]=[CH:14][N:13]=2)(=[O:10])=[O:9])[CH:7]=1.C([SiH](CC)CC)C.FC(F)(F)C(O)=O. The catalyst is ClCCl. The product is [Cl:1][C:2]1[C:3]([O:30][C@@H:31]2[CH2:35][CH2:34][CH2:33][C@H:32]2[C:36]2[NH:37][N:38]=[CH:39][CH:40]=2)=[CH:4][C:5]([F:29])=[C:6]([S:8]([NH:11][C:12]2[CH:17]=[CH:16][N:15]=[CH:14][N:13]=2)(=[O:10])=[O:9])[CH:7]=1. The yield is 0.990.